This data is from Full USPTO retrosynthesis dataset with 1.9M reactions from patents (1976-2016). The task is: Predict the reactants needed to synthesize the given product. (1) Given the product [CH2:7]([N:4]1[CH2:5][CH2:6][C@H:2]([OH:1])[CH2:3]1)[C:8]1[CH:13]=[CH:12][CH:11]=[CH:10][CH:9]=1, predict the reactants needed to synthesize it. The reactants are: [OH:1][C@H:2]1[CH2:6][CH2:5][NH:4][CH2:3]1.[CH:7](=O)[C:8]1[CH:13]=[CH:12][CH:11]=[CH:10][CH:9]=1.C(O[BH-](OC(=O)C)OC(=O)C)(=O)C.[Na+]. (2) Given the product [CH3:17][C:16]1[N:1]([C:2]2[S:6][CH:5]=[N:4][C:3]=2[C:7]([O:9][CH2:10][CH3:11])=[O:8])[C:13]([CH3:12])=[CH:14][CH:15]=1, predict the reactants needed to synthesize it. The reactants are: [NH2:1][C:2]1[S:6][CH:5]=[N:4][C:3]=1[C:7]([O:9][CH2:10][CH3:11])=[O:8].[CH3:12][C:13](=O)[CH2:14][CH2:15][C:16](=O)[CH3:17]. (3) Given the product [C:7]1([C:5]2[S:4][CH:3]=[C:2]([NH2:1])[CH:6]=2)[CH:8]=[CH:9][CH:10]=[CH:11][CH:12]=1, predict the reactants needed to synthesize it. The reactants are: [NH2:1][C:2]1[CH:6]=[C:5]([C:7]2[CH:12]=[CH:11][CH:10]=[CH:9][CH:8]=2)[S:4][C:3]=1C(OC)=O.CN1CCNCC1.CN1CCCC1=O.